The task is: Predict the reactants needed to synthesize the given product.. This data is from Full USPTO retrosynthesis dataset with 1.9M reactions from patents (1976-2016). (1) Given the product [CH3:37][NH:38][C:4]([CH:6]([CH2:28][C:29]1[CH:34]=[CH:33][CH:32]=[CH:31][CH:30]=1)[CH2:7][CH2:8][N:9]1[C:13]2[CH:14]=[CH:15][CH:16]=[C:17]([CH3:18])[C:12]=2[N:11]=[C:10]1[CH2:19][O:20][C:21]1[CH:26]=[CH:25][C:24]([Cl:27])=[CH:23][CH:22]=1)=[O:5], predict the reactants needed to synthesize it. The reactants are: C(O[C:4]([CH:6]([CH2:28][C:29]1[CH:34]=[CH:33][CH:32]=[CH:31][CH:30]=1)[CH2:7][CH2:8][N:9]1[C:13]2[CH:14]=[CH:15][CH:16]=[C:17]([CH3:18])[C:12]=2[N:11]=[C:10]1[CH2:19][O:20][C:21]1[CH:26]=[CH:25][C:24]([Cl:27])=[CH:23][CH:22]=1)=[O:5])C.CO.[CH3:37][NH2:38]. (2) Given the product [Cl:1][C:2]1[C:3]([O:12][Si:21]([CH:25]([CH3:27])[CH3:26])([CH:22]([CH3:24])[CH3:23])[CH:18]([CH3:20])[CH3:19])=[CH:4][C:5]2[O:9][C:8](=[O:10])[NH:7][C:6]=2[CH:11]=1, predict the reactants needed to synthesize it. The reactants are: [Cl:1][C:2]1[C:3]([OH:12])=[CH:4][C:5]2[O:9][C:8](=[O:10])[NH:7][C:6]=2[CH:11]=1.N1C=CN=C1.[CH:18]([Si:21](Cl)([CH:25]([CH3:27])[CH3:26])[CH:22]([CH3:24])[CH3:23])([CH3:20])[CH3:19]. (3) Given the product [CH2:16]([N:18]([CH2:19][CH3:20])[CH2:7][C:6]1[CH:13]=[CH:14][C:3]([C:1]#[CH:2])=[CH:4][C:5]=1[F:15])[CH3:17], predict the reactants needed to synthesize it. The reactants are: [C:1]([C:3]1[CH:14]=[CH:13][C:6]([CH2:7]OS(C)(=O)=O)=[C:5]([F:15])[CH:4]=1)#[CH:2].[CH2:16]([N:18](CC)[CH2:19][CH3:20])[CH3:17].C(NCC)C.